This data is from Forward reaction prediction with 1.9M reactions from USPTO patents (1976-2016). The task is: Predict the product of the given reaction. (1) Given the reactants B(Br)(Br)Br.[NH2:5][C:6]1[C:15]2[C:10](=[CH:11][C:12]([O:16]C)=[CH:13][CH:14]=2)[CH:9]=[CH:8][N:7]=1.N, predict the reaction product. The product is: [NH2:5][C:6]1[C:15]2[C:10](=[CH:11][C:12]([OH:16])=[CH:13][CH:14]=2)[CH:9]=[CH:8][N:7]=1. (2) Given the reactants Br[C:2]1[CH:7]=[CH:6][C:5]([C:8]2[O:12][N:11]=[C:10]([CH3:13])[C:9]=2[CH2:14][C:15]([N:17]2[CH2:25][C:24]3[C:19](=[CH:20][CH:21]=[CH:22][CH:23]=3)[CH2:18]2)=[O:16])=[CH:4][CH:3]=1.[CH2:26]([O:28][C:29]([C:31]1([C:34]2[CH:39]=[CH:38][C:37](B3OC(C)(C)C(C)(C)O3)=[CH:36][CH:35]=2)[CH2:33][CH2:32]1)=[O:30])[CH3:27], predict the reaction product. The product is: [CH2:26]([O:28][C:29]([C:31]1([C:34]2[CH:39]=[CH:38][C:37]([C:2]3[CH:3]=[CH:4][C:5]([C:8]4[O:12][N:11]=[C:10]([CH3:13])[C:9]=4[CH2:14][C:15]([N:17]4[CH2:25][C:24]5[C:19](=[CH:20][CH:21]=[CH:22][CH:23]=5)[CH2:18]4)=[O:16])=[CH:6][CH:7]=3)=[CH:36][CH:35]=2)[CH2:32][CH2:33]1)=[O:30])[CH3:27]. (3) Given the reactants [C:1]([O:5][C:6]([NH:8][CH:9]([C:13]1[CH:18]=[CH:17][CH:16]=[CH:15][C:14]=1[Cl:19])[C:10]([OH:12])=O)=[O:7])([CH3:4])([CH3:3])[CH3:2].C1C=CC2N(O)N=NC=2C=1.C(Cl)CCl.[CH3:34][O:35][CH2:36][CH2:37][NH2:38], predict the reaction product. The product is: [Cl:19][C:14]1[CH:15]=[CH:16][CH:17]=[CH:18][C:13]=1[CH:9]([NH:8][C:6](=[O:7])[O:5][C:1]([CH3:2])([CH3:3])[CH3:4])[C:10]([NH:38][CH2:37][CH2:36][O:35][CH3:34])=[O:12]. (4) Given the reactants [Cl:1][C:2]1[N:7]=[C:6]([NH2:8])[C:5]([NH2:9])=[CH:4][C:3]=1I.[Cl:11][C:12]1[C:17]([Cl:18])=[CH:16][CH:15]=[CH:14][C:13]=1B(O)O.C(=O)([O-])[O-].[Na+].[Na+], predict the reaction product. The product is: [Cl:1][C:2]1[N:7]=[C:6]([NH2:8])[C:5]([NH2:9])=[CH:4][C:3]=1[C:16]1[CH:15]=[CH:14][CH:13]=[C:12]([Cl:11])[C:17]=1[Cl:18]. (5) Given the reactants [NH2:1][C:2]1[CH:20]=[CH:19][C:18]([F:21])=[CH:17][C:3]=1[C:4]([NH:6][C:7]1[CH:12]=[CH:11][C:10]([CH:13]([CH2:15][CH3:16])[CH3:14])=[CH:9][CH:8]=1)=[O:5].[OH:22][CH2:23][CH2:24][O:25][C:26]1[C:33]([CH3:34])=[CH:32][C:29]([CH:30]=O)=[CH:28][C:27]=1[CH3:35], predict the reaction product. The product is: [CH:13]([C:10]1[CH:9]=[CH:8][C:7]([N:6]2[C:4](=[O:5])[C:3]3[C:2](=[CH:20][CH:19]=[C:18]([F:21])[CH:17]=3)[N:1]=[C:30]2[C:29]2[CH:32]=[C:33]([CH3:34])[C:26]([O:25][CH2:24][CH2:23][OH:22])=[C:27]([CH3:35])[CH:28]=2)=[CH:12][CH:11]=1)([CH2:15][CH3:16])[CH3:14]. (6) Given the reactants C1(P(C2C=CC=CC=2)C2C=CC=CC=2)C=CC=CC=1.[Cl:20][C:21]1[CH:26]=[CH:25][CH:24]=[CH:23][C:22]=1[OH:27].N(C(OCC)=O)=NC(OCC)=O.[OH:40][C:41]1[CH:42]=[C:43]([CH:46]=[CH:47][CH:48]=1)[CH2:44]O, predict the reaction product. The product is: [Cl:20][C:21]1[CH:26]=[CH:25][CH:24]=[CH:23][C:22]=1[O:27][CH2:44][C:43]1[CH:42]=[C:41]([OH:40])[CH:48]=[CH:47][CH:46]=1. (7) Given the reactants C([N:3]([C:9]1[C:10]([CH3:29])=[C:11]([CH3:28])[C:12]2[O:16][CH2:15][CH:14]([C:17]3[CH:22]=[CH:21][C:20]([CH:23]([CH3:25])[CH3:24])=[CH:19][CH:18]=3)[C:13]=2[C:26]=1[CH3:27])[C:4](=[O:8])[C:5]([O-])=[O:6])C.[C:30]([Mg]Cl)([CH3:33])([CH3:32])[CH3:31], predict the reaction product. The product is: [OH:6][CH:5]([C:30]([CH3:33])([CH3:32])[CH3:31])[C:4]([NH:3][C:9]1[C:10]([CH3:29])=[C:11]([CH3:28])[C:12]2[O:16][CH2:15][CH:14]([C:17]3[CH:18]=[CH:19][C:20]([CH:23]([CH3:25])[CH3:24])=[CH:21][CH:22]=3)[C:13]=2[C:26]=1[CH3:27])=[O:8].